Regression. Given two drug SMILES strings and cell line genomic features, predict the synergy score measuring deviation from expected non-interaction effect. From a dataset of NCI-60 drug combinations with 297,098 pairs across 59 cell lines. (1) Drug 1: C1=CC(=C2C(=C1NCCNCCO)C(=O)C3=C(C=CC(=C3C2=O)O)O)NCCNCCO. Drug 2: COC1=NC(=NC2=C1N=CN2C3C(C(C(O3)CO)O)O)N. Cell line: CAKI-1. Synergy scores: CSS=54.3, Synergy_ZIP=5.45, Synergy_Bliss=2.44, Synergy_Loewe=-27.0, Synergy_HSA=5.08. (2) Drug 1: CN1C(=O)N2C=NC(=C2N=N1)C(=O)N. Drug 2: C(CN)CNCCSP(=O)(O)O. Cell line: HS 578T. Synergy scores: CSS=3.54, Synergy_ZIP=1.06, Synergy_Bliss=1.75, Synergy_Loewe=3.71, Synergy_HSA=1.29. (3) Drug 2: CC(C)(C1=NC(=CC=C1)N2C3=NC(=NC=C3C(=O)N2CC=C)NC4=CC=C(C=C4)N5CCN(CC5)C)O. Synergy scores: CSS=77.4, Synergy_ZIP=6.58, Synergy_Bliss=5.65, Synergy_Loewe=1.84, Synergy_HSA=8.51. Cell line: HCT116. Drug 1: C1=CC=C(C=C1)NC(=O)CCCCCCC(=O)NO. (4) Drug 1: CCC1(CC2CC(C3=C(CCN(C2)C1)C4=CC=CC=C4N3)(C5=C(C=C6C(=C5)C78CCN9C7C(C=CC9)(C(C(C8N6C)(C(=O)OC)O)OC(=O)C)CC)OC)C(=O)OC)O.OS(=O)(=O)O. Drug 2: C1CN(CCN1C(=O)CCBr)C(=O)CCBr. Cell line: A498. Synergy scores: CSS=12.5, Synergy_ZIP=-3.75, Synergy_Bliss=0.0912, Synergy_Loewe=3.32, Synergy_HSA=2.51. (5) Drug 1: CS(=O)(=O)OCCCCOS(=O)(=O)C. Drug 2: C1CCC(C(C1)N)N.C(=O)(C(=O)[O-])[O-].[Pt+4]. Cell line: TK-10. Synergy scores: CSS=19.3, Synergy_ZIP=-5.72, Synergy_Bliss=6.04, Synergy_Loewe=-14.1, Synergy_HSA=3.81. (6) Drug 1: CCC1(CC2CC(C3=C(CCN(C2)C1)C4=CC=CC=C4N3)(C5=C(C=C6C(=C5)C78CCN9C7C(C=CC9)(C(C(C8N6C)(C(=O)OC)O)OC(=O)C)CC)OC)C(=O)OC)O.OS(=O)(=O)O. Drug 2: C1CN(CCN1C(=O)CCBr)C(=O)CCBr. Cell line: SNB-19. Synergy scores: CSS=14.0, Synergy_ZIP=-0.523, Synergy_Bliss=5.27, Synergy_Loewe=2.52, Synergy_HSA=2.65. (7) Drug 1: C1=CC(=CC=C1C#N)C(C2=CC=C(C=C2)C#N)N3C=NC=N3. Drug 2: C1CN(CCN1C(=O)CCBr)C(=O)CCBr. Cell line: MOLT-4. Synergy scores: CSS=54.9, Synergy_ZIP=-0.251, Synergy_Bliss=1.67, Synergy_Loewe=1.77, Synergy_HSA=3.08.